From a dataset of Reaction yield outcomes from USPTO patents with 853,638 reactions. Predict the reaction yield, written as a fraction of the theoretical maximum amount of product (1.0 means a 100% yield; for example, 0.34 means a 34% yield). The reactants are [CH3:1][O:2][C:3]1[CH:10]=[CH:9][C:6]([CH2:7][OH:8])=[CH:5][CH:4]=1.[CH3:11][CH:12]([CH3:22])[CH2:13][CH2:14][CH2:15][CH2:16][CH2:17][CH2:18][C:19](O)=[O:20].O. The catalyst is CCCCCC. The product is [CH3:11][CH:12]([CH3:22])[CH2:13][CH2:14][CH2:15][CH2:16][CH2:17][CH2:18][C:19]([O:8][CH2:7][C:6]1[CH:9]=[CH:10][C:3]([O:2][CH3:1])=[CH:4][CH:5]=1)=[O:20]. The yield is 0.902.